The task is: Predict the reaction yield, written as a fraction of the theoretical maximum amount of product (1.0 means a 100% yield; for example, 0.34 means a 34% yield).. This data is from Reaction yield outcomes from USPTO patents with 853,638 reactions. (1) The reactants are [F:1][C:2]([F:13])([F:12])[C:3]1[CH:11]=[CH:10][C:6]([C:7]([OH:9])=O)=[CH:5][CH:4]=1.[Cl:14][C:15]1[N:16]=[N:17][C:18]([NH:21][NH2:22])=[CH:19][CH:20]=1.CCN(CC)CC. The catalyst is O=S(Cl)Cl.C(Cl)Cl.O. The product is [Cl:14][C:15]1[N:16]=[N:17][C:18]([NH:21][NH:22][C:7](=[O:9])[C:6]2[CH:5]=[CH:4][C:3]([C:2]([F:1])([F:13])[F:12])=[CH:11][CH:10]=2)=[CH:19][CH:20]=1. The yield is 0.960. (2) The reactants are S(=O)(=O)(O)O.[CH3:6][S:7][C:8]1[N:13]=[CH:12][C:11](N)=[CH:10][CH:9]=1.N([O-])=[O:16].[Na+].C(=O)(O)[O-].[Na+]. The catalyst is O. The product is [CH3:6][S:7][C:8]1[N:13]=[CH:12][C:11]([OH:16])=[CH:10][CH:9]=1. The yield is 0.600. (3) The reactants are Cl[C:2]1[N:7]=[C:6]([CH3:8])[C:5]([CH:9]([CH2:14][CH2:15][CH3:16])[C:10]([O:12][CH3:13])=[O:11])=[C:4]([C:17]2[CH:22]=[CH:21][C:20]([CH3:23])=[CH:19][CH:18]=2)[N:3]=1.[C:24]1(B(O)O)[CH:29]=[CH:28][CH:27]=[CH:26][CH:25]=1.C(N(CC)C(C)C)(C)C. The catalyst is COCCOC.O.C1C=CC([P]([Pd]([P](C2C=CC=CC=2)(C2C=CC=CC=2)C2C=CC=CC=2)([P](C2C=CC=CC=2)(C2C=CC=CC=2)C2C=CC=CC=2)[P](C2C=CC=CC=2)(C2C=CC=CC=2)C2C=CC=CC=2)(C2C=CC=CC=2)C2C=CC=CC=2)=CC=1. The product is [CH3:8][C:6]1[C:5]([CH:9]([CH2:14][CH2:15][CH3:16])[C:10]([O:12][CH3:13])=[O:11])=[C:4]([C:17]2[CH:22]=[CH:21][C:20]([CH3:23])=[CH:19][CH:18]=2)[N:3]=[C:2]([C:24]2[CH:29]=[CH:28][CH:27]=[CH:26][CH:25]=2)[N:7]=1. The yield is 0.890.